This data is from Full USPTO retrosynthesis dataset with 1.9M reactions from patents (1976-2016). The task is: Predict the reactants needed to synthesize the given product. (1) Given the product [CH3:41][O:40][C:37]1[CH:38]=[CH:39][C:34]([N:32]2[CH:23]=[C:22]([CH:18]=[CH2:27])[CH:24]=[N:31]2)=[CH:35][CH:36]=1, predict the reactants needed to synthesize it. The reactants are: O.O.O.O.O.O.O.O.O.O.C(=O)([O-])[O-].[Na+].[Na+].C[C:18]1([CH3:27])[C:22]([CH3:24])([CH3:23])OB(C=C)O1.BrC1C=[N:31][N:32]([C:34]2[CH:39]=[CH:38][C:37]([O:40][CH3:41])=[CH:36][CH:35]=2)C=1. (2) Given the product [CH3:10][O:9][C:7](=[O:8])[C:6]([C:17]1[CH:16]=[CH:15][C:14]([S:19][CH3:20])=[C:13]([Cl:12])[CH:18]=1)=[O:11], predict the reactants needed to synthesize it. The reactants are: [Cl-].[Cl-].[Cl-].[Al+3].Cl[C:6](=[O:11])[C:7]([O:9][CH3:10])=[O:8].[Cl:12][C:13]1[CH:18]=[CH:17][CH:16]=[CH:15][C:14]=1[S:19][CH3:20].